Dataset: Reaction yield outcomes from USPTO patents with 853,638 reactions. Task: Predict the reaction yield, written as a fraction of the theoretical maximum amount of product (1.0 means a 100% yield; for example, 0.34 means a 34% yield). (1) The reactants are [Cl:1][CH2:2][C:3](Cl)=[O:4].[CH3:6][NH:7][CH2:8][CH2:9][C:10]1[CH:15]=[CH:14][CH:13]=[CH:12][CH:11]=1.C(N(CC)CC)C. The catalyst is ClCCl. The product is [Cl:1][CH2:2][C:3]([N:7]([CH3:6])[CH2:8][CH2:9][C:10]1[CH:15]=[CH:14][CH:13]=[CH:12][CH:11]=1)=[O:4]. The yield is 0.950. (2) The reactants are O[CH2:2][C:3]1[CH:12]=[N:11][C:10]2[N:9]3[CH2:13][CH2:14][CH2:15][C@H:8]3[C:7](=[O:16])[NH:6][C:5]=2[CH:4]=1.[N:17]1([C:23]2[CH:33]=[CH:32][C:26]([C:27]([O:29][CH2:30][CH3:31])=[O:28])=[CH:25][N:24]=2)[CH2:22][CH2:21][NH:20][CH2:19][CH2:18]1.CCN(C(C)C)C(C)C.[I-].C(C[P+](C)(C)C)#N. The catalyst is C(#N)CC.C([O-])([O-])=O.[K+].[K+].O. The product is [O:16]=[C:7]1[NH:6][C:5]2[CH:4]=[C:3]([CH2:2][N:20]3[CH2:21][CH2:22][N:17]([C:23]4[CH:33]=[CH:32][C:26]([C:27]([O:29][CH2:30][CH3:31])=[O:28])=[CH:25][N:24]=4)[CH2:18][CH2:19]3)[CH:12]=[N:11][C:10]=2[N:9]2[CH2:13][CH2:14][CH2:15][C@@H:8]12. The yield is 0.770.